From a dataset of Merck oncology drug combination screen with 23,052 pairs across 39 cell lines. Regression. Given two drug SMILES strings and cell line genomic features, predict the synergy score measuring deviation from expected non-interaction effect. (1) Drug 1: CCC1(O)CC2CN(CCc3c([nH]c4ccccc34)C(C(=O)OC)(c3cc4c(cc3OC)N(C)C3C(O)(C(=O)OC)C(OC(C)=O)C5(CC)C=CCN6CCC43C65)C2)C1. Drug 2: N#Cc1ccc(Cn2cncc2CN2CCN(c3cccc(Cl)c3)C(=O)C2)cc1. Cell line: SKOV3. Synergy scores: synergy=33.8. (2) Drug 1: C#Cc1cccc(Nc2ncnc3cc(OCCOC)c(OCCOC)cc23)c1. Drug 2: Cn1cc(-c2cnn3c(N)c(Br)c(C4CCCNC4)nc23)cn1. Cell line: NCIH1650. Synergy scores: synergy=-3.64. (3) Drug 1: CC(=O)OC1C(=O)C2(C)C(O)CC3OCC3(OC(C)=O)C2C(OC(=O)c2ccccc2)C2(O)CC(OC(=O)C(O)C(NC(=O)c3ccccc3)c3ccccc3)C(C)=C1C2(C)C. Drug 2: CCc1cnn2c(NCc3ccc[n+]([O-])c3)cc(N3CCCCC3CCO)nc12. Cell line: NCIH1650. Synergy scores: synergy=-6.33. (4) Drug 1: CN(Cc1cnc2nc(N)nc(N)c2n1)c1ccc(C(=O)NC(CCC(=O)O)C(=O)O)cc1. Drug 2: N#Cc1ccc(Cn2cncc2CN2CCN(c3cccc(Cl)c3)C(=O)C2)cc1. Cell line: A2058. Synergy scores: synergy=-13.8. (5) Drug 1: CC1CC2C3CCC4=CC(=O)C=CC4(C)C3(F)C(O)CC2(C)C1(O)C(=O)CO. Drug 2: CC1(c2nc3c(C(N)=O)cccc3[nH]2)CCCN1. Cell line: UWB1289. Synergy scores: synergy=12.7. (6) Drug 2: CC(C)CC(NC(=O)C(Cc1ccccc1)NC(=O)c1cnccn1)B(O)O. Cell line: KPL1. Synergy scores: synergy=17.6. Drug 1: N.N.O=C(O)C1(C(=O)O)CCC1.[Pt]. (7) Synergy scores: synergy=3.85. Cell line: ZR751. Drug 1: N#Cc1ccc(Cn2cncc2CN2CCN(c3cccc(Cl)c3)C(=O)C2)cc1. Drug 2: CCC1=CC2CN(C1)Cc1c([nH]c3ccccc13)C(C(=O)OC)(c1cc3c(cc1OC)N(C)C1C(O)(C(=O)OC)C(OC(C)=O)C4(CC)C=CCN5CCC31C54)C2. (8) Drug 1: CS(=O)(=O)CCNCc1ccc(-c2ccc3ncnc(Nc4ccc(OCc5cccc(F)c5)c(Cl)c4)c3c2)o1. Drug 2: CCc1c2c(nc3ccc(O)cc13)-c1cc3c(c(=O)n1C2)COC(=O)C3(O)CC. Cell line: SW620. Synergy scores: synergy=19.4. (9) Drug 1: NC(=O)c1cccc2cn(-c3ccc(C4CCCNC4)cc3)nc12. Drug 2: C#Cc1cccc(Nc2ncnc3cc(OCCOC)c(OCCOC)cc23)c1. Cell line: SKMEL30. Synergy scores: synergy=-3.59.